From a dataset of Peptide-MHC class I binding affinity with 185,985 pairs from IEDB/IMGT. Regression. Given a peptide amino acid sequence and an MHC pseudo amino acid sequence, predict their binding affinity value. This is MHC class I binding data. (1) The peptide sequence is NTDEIPELI. The MHC is HLA-A23:01 with pseudo-sequence HLA-A23:01. The binding affinity (normalized) is 0.0847. (2) The binding affinity (normalized) is 0.311. The peptide sequence is VTFWGFWLF. The MHC is HLA-C15:02 with pseudo-sequence HLA-C15:02. (3) The MHC is HLA-A68:01 with pseudo-sequence HLA-A68:01. The binding affinity (normalized) is 0.534. The peptide sequence is ISKIYTLIY. (4) The peptide sequence is AIHPFALLL. The MHC is HLA-B46:01 with pseudo-sequence HLA-B46:01. The binding affinity (normalized) is 0.0847. (5) The peptide sequence is FASADNHPK. The MHC is HLA-A33:01 with pseudo-sequence HLA-A33:01. The binding affinity (normalized) is 0.342. (6) The peptide sequence is KGGLEGIYY. The MHC is Mamu-B6601 with pseudo-sequence Mamu-B6601. The binding affinity (normalized) is 0.423.